Dataset: Forward reaction prediction with 1.9M reactions from USPTO patents (1976-2016). Task: Predict the product of the given reaction. (1) Given the reactants Br[CH2:2]/[CH:3]=[CH:4]/[C:5]([N:7]1[CH2:12][CH2:11][N:10]([C:13]([O:15][C:16]([CH3:19])([CH3:18])[CH3:17])=[O:14])[CH2:9][CH2:8]1)=[O:6].[NH2:20][C:21]1[NH:22][C:23](=[O:50])[C:24]2[N:25]=[CH:26][N:27]([C@@H:30]3[O:34][C@H:33]([CH2:35][NH:36][C:37]4[C:38](=[O:47])[C:39](=[O:46])[C:40]=4[NH:41][CH2:42][CH2:43][NH:44][CH3:45])[C@@H:32]([OH:48])[C@H:31]3[OH:49])[C:28]=2[N:29]=1.C(N(CC)CC)C, predict the reaction product. The product is: [NH2:20][C:21]1[NH:22][C:23](=[O:50])[C:24]2[N:25]=[CH:26][N:27]([C@@H:30]3[O:34][C@H:33]([CH2:35][NH:36][C:37]4[C:38](=[O:47])[C:39](=[O:46])[C:40]=4[NH:41][CH2:42][CH2:43][N:44]([CH3:45])[CH2:2]/[CH:3]=[CH:4]/[C:5]([N:7]4[CH2:12][CH2:11][N:10]([C:13]([O:15][C:16]([CH3:19])([CH3:18])[CH3:17])=[O:14])[CH2:9][CH2:8]4)=[O:6])[C@@H:32]([OH:48])[C@H:31]3[OH:49])[C:28]=2[N:29]=1. (2) The product is: [NH2:1][C:4]1[CH:5]=[C:6]([NH:10][C:11]([CH:13]2[CH2:14][N:15]([C:17]([O:19][C:20]([CH3:23])([CH3:22])[CH3:21])=[O:18])[CH2:16]2)=[O:12])[CH:7]=[CH:8][CH:9]=1. Given the reactants [N+:1]([C:4]1[CH:5]=[C:6]([NH:10][C:11]([CH:13]2[CH2:16][N:15]([C:17]([O:19][C:20]([CH3:23])([CH3:22])[CH3:21])=[O:18])[CH2:14]2)=[O:12])[CH:7]=[CH:8][CH:9]=1)([O-])=O.C([O-])=O.[NH4+], predict the reaction product.